From a dataset of Reaction yield outcomes from USPTO patents with 853,638 reactions. Predict the reaction yield, written as a fraction of the theoretical maximum amount of product (1.0 means a 100% yield; for example, 0.34 means a 34% yield). (1) The product is [CH2:3]([O:10][C:11]1[CH:20]=[C:19]2[C:14]([C:15](=[O:21])[N:16]([CH2:31][O:30][C:24](=[O:29])[C:25]([CH3:28])([CH3:27])[CH3:26])[CH:17]=[N:18]2)=[CH:13][C:12]=1[O:22][CH3:23])[C:4]1[CH:5]=[CH:6][CH:7]=[CH:8][CH:9]=1. The reactants are [H-].[Na+].[CH2:3]([O:10][C:11]1[CH:20]=[C:19]2[C:14]([C:15](=[O:21])[NH:16][CH:17]=[N:18]2)=[CH:13][C:12]=1[O:22][CH3:23])[C:4]1[CH:9]=[CH:8][CH:7]=[CH:6][CH:5]=1.[C:24]([O:30][CH2:31]Cl)(=[O:29])[C:25]([CH3:28])([CH3:27])[CH3:26].Cl. The catalyst is CN(C=O)C.C(OCC)(=O)C. The yield is 0.840. (2) The reactants are [Cl:1][C:2]1[S:6][C:5]([C:7]([O:9][CH3:10])=[O:8])=[CH:4][C:3]=1[C:11]1[N:15]([CH2:16][CH3:17])[N:14]=[CH:13][CH:12]=1.C1C(=O)N([Cl:25])C(=O)C1. The catalyst is C1COCC1. The product is [Cl:1][C:2]1[S:6][C:5]([C:7]([O:9][CH3:10])=[O:8])=[CH:4][C:3]=1[C:11]1[N:15]([CH2:16][CH3:17])[N:14]=[CH:13][C:12]=1[Cl:25]. The yield is 0.740. (3) The yield is 0.760. The reactants are [O:1]1[CH2:3][C@@H:2]1[CH2:4][N:5]1[C:9](=[O:10])[C:8]2=[CH:11][CH:12]=[CH:13][CH:14]=[C:7]2[C:6]1=[O:15].[SH:16][C:17]1[S:18][C:19]2[CH:25]=[CH:24][CH:23]=[CH:22][C:20]=2[N:21]=1. The product is [S:18]1[C:19]2[CH:25]=[CH:24][CH:23]=[CH:22][C:20]=2[N:21]=[C:17]1[S:16][CH2:3][C@@H:2]([OH:1])[CH2:4][N:5]1[C:9](=[O:10])[C:8]2=[CH:11][CH:12]=[CH:13][CH:14]=[C:7]2[C:6]1=[O:15]. The catalyst is CCO. (4) The reactants are [Br:1][C:2]1[CH:11]=[C:10]2[C:5]([CH2:6][CH2:7][CH2:8][C:9]2=NNC(N)=S)=[CH:4][CH:3]=1.C[OH:18].NNC(N)=S. The catalyst is CC(O)=O. The product is [Br:1][C:2]1[CH:11]=[C:10]2[C:5]([CH2:6][CH2:7][CH2:8][C:9]2=[O:18])=[CH:4][CH:3]=1. The yield is 0.680. (5) The reactants are [N+:1]([O-:4])([O-])=[O:2].[K+].[Br:6][C:7]1[CH:16]=[CH:15][CH:14]=[C:13]2[C:8]=1[CH:9]=[CH:10][N:11]=[CH:12]2.[OH-].[NH4+]. The catalyst is S(=O)(=O)(O)O. The product is [Br:6][C:7]1[CH:16]=[CH:15][C:14]([N+:1]([O-:4])=[O:2])=[C:13]2[C:8]=1[CH:9]=[CH:10][N:11]=[CH:12]2. The yield is 0.900. (6) The reactants are [ClH:1].O.C([O:7][C:8]([C@H:10]1[CH2:13][C@@H:12]([NH:14][CH2:15][C:16]2[CH:21]=[CH:20][C:19]([C:22]3[N:26]=[C:25]([C:27]4[CH:32]=[CH:31][C:30]([CH2:33][CH:34]([CH3:36])[CH3:35])=[CH:29][CH:28]=4)[O:24][N:23]=3)=[CH:18][CH:17]=2)[CH2:11]1)=[O:9])(C)(C)C.C(OCC)C. The catalyst is O1CCOCC1. The product is [ClH:1].[CH2:33]([C:30]1[CH:29]=[CH:28][C:27]([C:25]2[O:24][N:23]=[C:22]([C:19]3[CH:20]=[CH:21][C:16]([CH2:15][NH:14][C@@H:12]4[CH2:13][C@H:10]([C:8]([OH:9])=[O:7])[CH2:11]4)=[CH:17][CH:18]=3)[N:26]=2)=[CH:32][CH:31]=1)[CH:34]([CH3:36])[CH3:35]. The yield is 0.790.